Task: Predict the product of the given reaction.. Dataset: Forward reaction prediction with 1.9M reactions from USPTO patents (1976-2016) (1) Given the reactants [CH3:1][C:2]([CH3:21])([CH3:20])[C@@H:3]([N:7]1[C:16](=[O:17])[C:15]2=[CH:18][NH:19][C:13]3[C:14]2=[C:9]([CH:10]=[CH:11][N:12]=3)[CH2:8]1)[C:4](O)=[O:5].C1C=C2N=NN(O)C2=CC=1.O.CCN=C=[N:37][CH2:38][CH2:39][CH2:40][N:41]([CH3:43])C.Cl.Cl.N1CC(C#N)C1.CN1CCOCC1, predict the reaction product. The product is: [CH3:21][C:2]([CH3:1])([CH3:20])[C@@H:3]([N:7]1[C:16](=[O:17])[C:15]2=[CH:18][NH:19][C:13]3[C:14]2=[C:9]([CH:10]=[CH:11][N:12]=3)[CH2:8]1)[C:4]([N:41]1[CH2:40][CH:39]([C:38]#[N:37])[CH2:43]1)=[O:5]. (2) The product is: [Br:1][C:2]1[CH:3]=[C:4]([C:8]2[NH:9][C:10]3[C:15]([C:16]=2[C:24]([F:30])([F:29])[F:23])=[CH:14][CH:13]=[CH:12][CH:11]=3)[CH:5]=[N:6][CH:7]=1. Given the reactants [Br:1][C:2]1[CH:3]=[C:4]([C:8]2[NH:9][C:10]3[C:15]([CH:16]=2)=[CH:14][CH:13]=[CH:12][CH:11]=3)[CH:5]=[N:6][CH:7]=1.C(=O)([O-])[O-].[K+].[K+].[F:23][C:24]([F:30])([F:29])S([O-])(=O)=O.[F:23][C:24]([F:30])([F:29])[S+]1C2C=CC=CC=2C2C=CC=CC1=2, predict the reaction product. (3) Given the reactants [C:1]1([CH3:9])[CH:6]=[CH:5][C:4]([NH:7][NH2:8])=[CH:3][CH:2]=1.[CH3:10][C:11]1([C:15](=O)[CH2:16][C:17]#[N:18])[CH2:14][O:13][CH2:12]1, predict the reaction product. The product is: [CH3:10][C:11]1([C:15]2[CH:16]=[C:17]([NH2:18])[N:7]([C:4]3[CH:5]=[CH:6][C:1]([CH3:9])=[CH:2][CH:3]=3)[N:8]=2)[CH2:14][O:13][CH2:12]1. (4) Given the reactants [F:1][C:2]1[CH:3]=[C:4]([CH:24]=[CH:25][C:26]=1[NH:27][C:28]([NH:30][C:31]1[CH:36]=[C:35]([CH3:37])[CH:34]=[CH:33][C:32]=1[F:38])=[O:29])[O:5][C:6]1[CH:11]=[CH:10][N:9]=[C:8]([C:12]2[NH:16][CH:15]=[C:14]([C:17]([NH:19][CH2:20][CH2:21][CH:22]=O)=[O:18])[CH:13]=2)[CH:7]=1.[OH:39][CH:40]1[CH2:45][CH2:44][NH:43][CH2:42][CH2:41]1.C(O)(=O)C.C([BH3-])#N.[Na+].C1COCC1, predict the reaction product. The product is: [F:1][C:2]1[CH:3]=[C:4]([CH:24]=[CH:25][C:26]=1[NH:27][C:28]([NH:30][C:31]1[CH:36]=[C:35]([CH3:37])[CH:34]=[CH:33][C:32]=1[F:38])=[O:29])[O:5][C:6]1[CH:11]=[CH:10][N:9]=[C:8]([C:12]2[NH:16][CH:15]=[C:14]([C:17]([NH:19][CH2:20][CH2:21][CH2:22][N:43]3[CH2:44][CH2:45][CH:40]([OH:39])[CH2:41][CH2:42]3)=[O:18])[CH:13]=2)[CH:7]=1. (5) Given the reactants F[C:2]1[CH:7]=[CH:6][C:5]([N+:8]([O-:10])=[O:9])=[CH:4][CH:3]=1.[NH:11]1[CH2:16][CH2:15][CH:14]([C:17]([O:19][CH3:20])=[O:18])[CH2:13][CH2:12]1.C([O-])([O-])=O.[K+].[K+].O, predict the reaction product. The product is: [N+:8]([C:5]1[CH:6]=[CH:7][C:2]([N:11]2[CH2:16][CH2:15][CH:14]([C:17]([O:19][CH3:20])=[O:18])[CH2:13][CH2:12]2)=[CH:3][CH:4]=1)([O-:10])=[O:9]. (6) Given the reactants [Br:1][C:2]1[CH:7]=[CH:6][C:5]([N:8]2[CH2:17][CH2:16][C:11]3(OCC[O:12]3)[CH2:10][CH2:9]2)=[CH:4][CH:3]=1.Cl.[OH-].[Na+], predict the reaction product. The product is: [Br:1][C:2]1[CH:7]=[CH:6][C:5]([N:8]2[CH2:9][CH2:10][C:11](=[O:12])[CH2:16][CH2:17]2)=[CH:4][CH:3]=1.